This data is from Full USPTO retrosynthesis dataset with 1.9M reactions from patents (1976-2016). The task is: Predict the reactants needed to synthesize the given product. (1) Given the product [N+:13]([C:12]1[CH:11]=[CH:10][C:4]([CH:5]=[CH:6][C:7]([OH:9])=[O:8])=[CH:3][C:2]=1[OH:1])([O-:15])=[O:14], predict the reactants needed to synthesize it. The reactants are: [OH:1][C:2]1[CH:3]=[C:4]([CH:10]=[CH:11][CH:12]=1)[CH:5]=[CH:6][C:7]([OH:9])=[O:8].[N+:13]([O-])([O-:15])=[O:14].[Na+].S(=O)(=O)(O)O.N([O-])=O.[Na+]. (2) Given the product [F:32][C:33]1[CH:41]=[CH:40][CH:39]=[C:38]2[C:34]=1[CH:35]=[C:36]([C:43]([N:1]1[CH2:5][CH:4]=[C:3]([C:6]3[C:7]([N:26]([CH3:31])[S:27]([CH3:30])(=[O:28])=[O:29])=[CH:8][C:9]4[O:13][C:12]([C:14]5[CH:19]=[CH:18][C:17]([F:20])=[CH:16][CH:15]=5)=[C:11]([C:21]([NH:23][CH3:24])=[O:22])[C:10]=4[CH:25]=3)[CH2:2]1)=[O:44])[N:37]2[CH3:42], predict the reactants needed to synthesize it. The reactants are: [NH:1]1[CH2:5][CH:4]=[C:3]([C:6]2[C:7]([N:26]([CH3:31])[S:27]([CH3:30])(=[O:29])=[O:28])=[CH:8][C:9]3[O:13][C:12]([C:14]4[CH:19]=[CH:18][C:17]([F:20])=[CH:16][CH:15]=4)=[C:11]([C:21]([NH:23][CH3:24])=[O:22])[C:10]=3[CH:25]=2)[CH2:2]1.[F:32][C:33]1[CH:41]=[CH:40][CH:39]=[C:38]2[C:34]=1[CH:35]=[C:36]([C:43](O)=[O:44])[N:37]2[CH3:42].CCN(CC)CC.C(P1(=O)OP(CCC)(=O)OP(CCC)(=O)O1)CC. (3) Given the product [CH3:32][O:33][N:34]([CH3:35])[C:14]([CH:11]1[CH2:10][CH2:9][N:8]([C:6]([O:5][C:1]([CH3:2])([CH3:3])[CH3:4])=[O:7])[CH2:13][CH2:12]1)=[O:16], predict the reactants needed to synthesize it. The reactants are: [C:1]([O:5][C:6]([N:8]1[CH2:13][CH2:12][CH:11]([C:14]([OH:16])=O)[CH2:10][CH2:9]1)=[O:7])([CH3:4])([CH3:3])[CH3:2].CN1CCOCC1.ClC(OCC(C)C)=O.[CH3:32][O:33][NH:34][CH3:35].C(N(CC)CC)C. (4) Given the product [Cl:1][C:2]1[CH:3]=[C:4]([CH:19]=[CH:20][C:21]=1[Cl:22])[O:5][CH:6]1[CH2:7][CH2:8][N:9]([CH2:12][C@@H:14]([NH2:18])[CH:15]([CH3:16])[CH3:17])[CH2:10][CH2:11]1, predict the reactants needed to synthesize it. The reactants are: [Cl:1][C:2]1[CH:3]=[C:4]([CH:19]=[CH:20][C:21]=1[Cl:22])[O:5][CH:6]1[CH2:11][CH2:10][N:9]([C:12]([C@@H:14]([NH2:18])[CH:15]([CH3:17])[CH3:16])=O)[CH2:8][CH2:7]1.B.